From a dataset of Forward reaction prediction with 1.9M reactions from USPTO patents (1976-2016). Predict the product of the given reaction. The product is: [CH:6]1([CH2:5][CH:4]([C:11]2[CH:16]=[CH:15][C:14]([N:17]3[C:21]([CH3:22])=[N:20][N:19]=[N:18]3)=[C:13]([F:23])[CH:12]=2)[C:3]([OH:24])=[O:2])[CH2:10][CH2:9][CH2:8][CH2:7]1. Given the reactants C[O:2][C:3](=[O:24])[CH:4]([C:11]1[CH:16]=[CH:15][C:14]([N:17]2[C:21]([CH3:22])=[N:20][N:19]=[N:18]2)=[C:13]([F:23])[CH:12]=1)[CH2:5][CH:6]1[CH2:10][CH2:9][CH2:8][CH2:7]1.[OH-].[Na+], predict the reaction product.